From a dataset of Reaction yield outcomes from USPTO patents with 853,638 reactions. Predict the reaction yield, written as a fraction of the theoretical maximum amount of product (1.0 means a 100% yield; for example, 0.34 means a 34% yield). (1) The reactants are [F:1][C:2]1[CH:7]=[CH:6][C:5]([C:8]2[C:16]3[C:11](=[CH:12][CH:13]=[CH:14][CH:15]=3)[N:10]([CH:17]([CH3:19])[CH3:18])[CH:9]=2)=[CH:4][CH:3]=1.CO/[CH:22]=[CH:23]/[C:24]([O:26][CH3:27])=[O:25].O.P(Cl)(Cl)(Cl)=O. The catalyst is C(#N)C. The product is [F:1][C:2]1[CH:7]=[CH:6][C:5]([C:8]2[C:16]3[C:11](=[CH:12][CH:13]=[CH:14][CH:15]=3)[N:10]([CH:17]([CH3:19])[CH3:18])[C:9]=2/[CH:22]=[CH:23]/[C:24]([O:26][CH3:27])=[O:25])=[CH:4][CH:3]=1. The yield is 0.650. (2) The catalyst is C1COCC1. The reactants are [OH-].[Na+:2].[Cl:3][C:4]1[CH:5]=[CH:6][C:7]([NH:14][C:15]([C:17]2[CH:22]=[CH:21][CH:20]=[C:19]([C:23]3[C:32]4[C:27](=[CH:28][CH:29]=[CH:30][CH:31]=4)[CH:26]=[N:25][CH:24]=3)[CH:18]=2)=[O:16])=[C:8]([CH:13]=1)[C:9]([O:11]C)=[O:10]. The yield is 0.980. The product is [Cl:3][C:4]1[CH:5]=[CH:6][C:7]([NH:14][C:15]([C:17]2[CH:22]=[CH:21][CH:20]=[C:19]([C:23]3[C:32]4[C:27](=[CH:28][CH:29]=[CH:30][CH:31]=4)[CH:26]=[N:25][CH:24]=3)[CH:18]=2)=[O:16])=[C:8]([CH:13]=1)[C:9]([O-:11])=[O:10].[Na+:2].